This data is from Retrosynthesis with 50K atom-mapped reactions and 10 reaction types from USPTO. The task is: Predict the reactants needed to synthesize the given product. (1) Given the product O=C(CCCN1CCN(c2nnc(C(F)(F)F)s2)CC1)N1CCC(Nc2ccc([N+](=O)[O-])c(C(F)(F)F)c2)CC1, predict the reactants needed to synthesize it. The reactants are: O=C(O)CCCN1CCN(c2nnc(C(F)(F)F)s2)CC1.O=[N+]([O-])c1ccc(NC2CCNCC2)cc1C(F)(F)F. (2) Given the product Cc1cccc(C#CCCC(=O)Nc2ncccc2C#N)c1, predict the reactants needed to synthesize it. The reactants are: C#CCCC(=O)Nc1ncccc1C#N.Cc1cccc(I)c1.